Dataset: Full USPTO retrosynthesis dataset with 1.9M reactions from patents (1976-2016). Task: Predict the reactants needed to synthesize the given product. The reactants are: Cl[C:2]1[C:11]2[C:6](=[CH:7][C:8]([CH2:12][N:13]3[CH2:18][CH2:17][N:16]([S:19]([CH:22]=[CH:23][C:24]4[S:25][C:26]([Cl:29])=[CH:27][CH:28]=4)(=[O:21])=[O:20])[CH2:15][C:14]3=[O:30])=[CH:9][CH:10]=2)[N:5]=[N:4][CH:3]=1.C1(O)C=CC=CC=1.C([O-])(=O)C.[NH4+:42]. Given the product [NH2:42][C:2]1[C:11]2[C:6](=[CH:7][C:8]([CH2:12][N:13]3[CH2:18][CH2:17][N:16]([S:19]([CH:22]=[CH:23][C:24]4[S:25][C:26]([Cl:29])=[CH:27][CH:28]=4)(=[O:20])=[O:21])[CH2:15][C:14]3=[O:30])=[CH:9][CH:10]=2)[N:5]=[N:4][CH:3]=1, predict the reactants needed to synthesize it.